The task is: Predict the reaction yield, written as a fraction of the theoretical maximum amount of product (1.0 means a 100% yield; for example, 0.34 means a 34% yield).. This data is from Reaction yield outcomes from USPTO patents with 853,638 reactions. (1) The reactants are [C:1]1([C@@H:7]([NH:9][C:10]2[N:15]=[C:14]([N:16]3[C:20]4[CH:21]=[CH:22][C:23]([NH2:25])=[CH:24][C:19]=4[N:18]=[CH:17]3)[CH:13]=[N:12][CH:11]=2)[CH3:8])[CH:6]=[CH:5][CH:4]=[CH:3][CH:2]=1.[CH3:26][O:27][CH2:28][C:29](Cl)=[O:30]. No catalyst specified. The product is [CH3:26][O:27][CH2:28][C:29]([NH:25][C:23]1[CH:22]=[CH:21][C:20]2[N:16]([C:14]3[CH:13]=[N:12][CH:11]=[C:10]([NH:9][C@H:7]([C:1]4[CH:6]=[CH:5][CH:4]=[CH:3][CH:2]=4)[CH3:8])[N:15]=3)[CH:17]=[N:18][C:19]=2[CH:24]=1)=[O:30]. The yield is 0.500. (2) The reactants are Br[C:2]1[CH:3]=[C:4]([C:8]2[N:13]([CH2:14][C:15]3[CH:20]=[CH:19][C:18]([CH3:21])=[CH:17][C:16]=3[CH3:22])[C:12](=[O:23])[C:11]([C:24]#[N:25])=[C:10]([C:26]([F:29])([F:28])[F:27])[CH:9]=2)[CH:5]=[CH:6][CH:7]=1.[CH2:30]([O:32][C:33]([C:35]1[NH:36][C:37]2[C:42]([CH:43]=1)=[CH:41][CH:40]=[C:39](B1OC(C)(C)C(C)(C)O1)[CH:38]=2)=[O:34])[CH3:31].C([O-])([O-])=O.[K+].[K+].N#N. The catalyst is COCCOC.O.C1C=CC([P]([Pd]([P](C2C=CC=CC=2)(C2C=CC=CC=2)C2C=CC=CC=2)([P](C2C=CC=CC=2)(C2C=CC=CC=2)C2C=CC=CC=2)[P](C2C=CC=CC=2)(C2C=CC=CC=2)C2C=CC=CC=2)(C2C=CC=CC=2)C2C=CC=CC=2)=CC=1. The product is [C:24]([C:11]1[C:12](=[O:23])[N:13]([CH2:14][C:15]2[CH:20]=[CH:19][C:18]([CH3:21])=[CH:17][C:16]=2[CH3:22])[C:8]([C:4]2[CH:3]=[C:2]([C:39]3[CH:38]=[C:37]4[C:42]([CH:43]=[C:35]([C:33]([O:32][CH2:30][CH3:31])=[O:34])[NH:36]4)=[CH:41][CH:40]=3)[CH:7]=[CH:6][CH:5]=2)=[CH:9][C:10]=1[C:26]([F:28])([F:27])[F:29])#[N:25]. The yield is 0.832. (3) The reactants are Br[C:2]1[CH:3]=[C:4]([N:8]2[CH:12]=[C:11]([C@:13]3([CH3:22])[C:18]([F:20])([F:19])[CH2:17][O:16][C:15]([NH2:21])=[N:14]3)[CH:10]=[N:9]2)[CH:5]=[CH:6][CH:7]=1.[C:23]([Si:25]([CH3:28])([CH3:27])[CH3:26])#[CH:24].C(N(CC)CC)C. The catalyst is O1CCCC1.[Cu]I.Cl[Pd](Cl)([P](C1C=CC=CC=1)(C1C=CC=CC=1)C1C=CC=CC=1)[P](C1C=CC=CC=1)(C1C=CC=CC=1)C1C=CC=CC=1.C1(P(C2C=CC=CC=2)C2C=CC=CC=2)C=CC=CC=1. The product is [F:19][C:18]1([F:20])[CH2:17][O:16][C:15]([NH2:21])=[N:14][C@:13]1([CH3:22])[C:11]1[CH:10]=[N:9][N:8]([C:4]2[CH:5]=[CH:6][CH:7]=[C:2]([C:24]#[C:23][Si:25]([CH3:28])([CH3:27])[CH3:26])[CH:3]=2)[CH:12]=1. The yield is 0.440. (4) The reactants are [CH2:1]([O:3][C:4](=O)[CH:5]([O:17]CC)[NH:6][C:7]([O:9][CH2:10][C:11]1[CH:16]=[CH:15][CH:14]=[CH:13][CH:12]=1)=[O:8])[CH3:2].[NH3:21]. The catalyst is C(O)C. The product is [CH2:1]([O:3][CH:4]([C:5]([NH:6][C:7]([O:9][CH2:10][C:11]1[CH:16]=[CH:15][CH:14]=[CH:13][CH:12]=1)=[O:8])=[O:17])[NH2:21])[CH3:2]. The yield is 0.770. (5) The reactants are Br[C:2]1[CH:11]=[CH:10][CH:9]=[C:8]2[C:3]=1[CH:4]=[CH:5][N:6]=[CH:7]2.[C:12](=[N:25][NH2:26])([C:19]1[CH:24]=[CH:23][CH:22]=[CH:21][CH:20]=1)[C:13]1[CH:18]=[CH:17][CH:16]=[CH:15][CH:14]=1.C1C=CC(P(C2C(C3C(P(C4C=CC=CC=4)C4C=CC=CC=4)=CC=C4C=3C=CC=C4)=C3C(C=CC=C3)=CC=2)C2C=CC=CC=2)=CC=1.CC(C)([O-])C.[Na+]. The catalyst is C([O-])(=O)C.[Pd+2].C([O-])(=O)C.C1(C)C=CC=CC=1. The product is [C:12](=[N:25][NH:26][C:2]1[CH:11]=[CH:10][CH:9]=[C:8]2[C:3]=1[CH:4]=[CH:5][N:6]=[CH:7]2)([C:19]1[CH:20]=[CH:21][CH:22]=[CH:23][CH:24]=1)[C:13]1[CH:18]=[CH:17][CH:16]=[CH:15][CH:14]=1. The yield is 0.650. (6) The reactants are [NH2:1][C:2]1[C:10]2[C:5](=[CH:6][CH:7]=[C:8]([C:11]([C:13]3[CH:18]=[C:17]([F:19])[CH:16]=[C:15]([F:20])[CH:14]=3)=[O:12])[CH:9]=2)[NH:4][N:3]=1.[F:21][C:22]([F:33])([F:32])[C:23](O[C:23](=[O:24])[C:22]([F:33])([F:32])[F:21])=[O:24]. The catalyst is O1CCCC1. The product is [F:20][C:15]1[CH:14]=[C:13]([CH:18]=[C:17]([F:19])[CH:16]=1)[C:11]([C:8]1[CH:9]=[C:10]2[C:5](=[CH:6][CH:7]=1)[NH:4][N:3]=[C:2]2[NH:1][C:23](=[O:24])[C:22]([F:33])([F:32])[F:21])=[O:12]. The yield is 0.880.